Dataset: Reaction yield outcomes from USPTO patents with 853,638 reactions. Task: Predict the reaction yield, written as a fraction of the theoretical maximum amount of product (1.0 means a 100% yield; for example, 0.34 means a 34% yield). (1) The reactants are [CH3:1][O:2][C:3]1[CH:8]=[CH:7][CH:6]=[CH:5][C:4]=1[C:9]1[NH:18][C:17](=[O:19])[C:16]2[CH2:15][CH2:14][CH2:13][CH2:12][C:11]=2[N:10]=1.[H-].[Na+].[Cl:22][C:23]1[CH:31]=[CH:30][CH:29]=[CH:28][C:24]=1[CH2:25][CH2:26]Br.Cl. The catalyst is CN(C=O)C. The product is [Cl:22][C:23]1[CH:31]=[CH:30][CH:29]=[CH:28][C:24]=1[CH2:25][CH2:26][N:18]1[C:17](=[O:19])[C:16]2[CH2:15][CH2:14][CH2:13][CH2:12][C:11]=2[N:10]=[C:9]1[C:4]1[CH:5]=[CH:6][CH:7]=[CH:8][C:3]=1[O:2][CH3:1]. The yield is 0.380. (2) The reactants are [C:1]([Br:5])(Br)(Br)[Br:2].C1(P(C2C=CC=CC=2)C2C=CC=CC=2)C=CC=CC=1.[CH:25]1([O:31][CH2:32][CH2:33][CH:34]=O)[CH2:30][CH2:29][CH2:28][CH2:27][CH2:26]1. The catalyst is ClCCl. The product is [CH:25]1([O:31][CH2:32][CH2:33][CH:34]=[C:1]([Br:5])[Br:2])[CH2:30][CH2:29][CH2:28][CH2:27][CH2:26]1. The yield is 0.550.